From a dataset of Reaction yield outcomes from USPTO patents with 853,638 reactions. Predict the reaction yield, written as a fraction of the theoretical maximum amount of product (1.0 means a 100% yield; for example, 0.34 means a 34% yield). (1) The reactants are [H-].[Na+].[F:3][CH:4]([F:7])[CH2:5][OH:6].CS(O[CH2:13][CH:14]1[CH2:23][CH2:22][C:17]2([O:21][CH2:20][CH2:19][O:18]2)[CH2:16][CH2:15]1)(=O)=O.[NH4+].[Cl-]. The catalyst is CCCCC.C1COCC1. The product is [F:3][CH:4]([F:7])[CH2:5][O:6][CH2:13][CH:14]1[CH2:23][CH2:22][C:17]2([O:18][CH2:19][CH2:20][O:21]2)[CH2:16][CH2:15]1. The yield is 0.591. (2) The reactants are [C@H:1]1([N:22](CC2C=CC=CC=2)[C:23](=[O:29])[O:24][C:25]([CH3:28])([CH3:27])[CH3:26])[CH2:6][CH2:5][CH:4]=[CH:3][C@@H:2]1[N:7](CC1C=CC=CC=1)[C:8](=[O:14])[O:9][C:10]([CH3:13])([CH3:12])[CH3:11].[Na]. The catalyst is C1COCC1.N. The product is [C@H:2]1([NH:7][C:8](=[O:14])[O:9][C:10]([CH3:13])([CH3:12])[CH3:11])[CH2:3][CH2:4][CH:5]=[CH:6][C@@H:1]1[NH:22][C:23](=[O:29])[O:24][C:25]([CH3:28])([CH3:27])[CH3:26]. The yield is 0.910. (3) The reactants are [Br:1][C:2]1[CH:3]=[C:4]([F:9])[C:5](F)=[N:6][CH:7]=1.O.[NH2:11][NH2:12]. The catalyst is CCO. The product is [Br:1][C:2]1[CH:3]=[C:4]([F:9])[C:5]([NH:11][NH2:12])=[N:6][CH:7]=1. The yield is 0.940. (4) The reactants are Br[C:2]1[C:7]([O:8][CH3:9])=[CH:6][CH:5]=[C:4]([N+:10]([O-:12])=[O:11])[N:3]=1.[CH3:13][C:14]1(C)[C:18](C)(C)OB(C(C)=C)O1.[O-]P([O-])([O-])=O.[K+].[K+].[K+].CC(N(C)C)=O. The catalyst is C(OCC)(=O)C.[Cl-].[Na+].O.C1C=CC([P]([Pd]([P](C2C=CC=CC=2)(C2C=CC=CC=2)C2C=CC=CC=2)([P](C2C=CC=CC=2)(C2C=CC=CC=2)C2C=CC=CC=2)[P](C2C=CC=CC=2)(C2C=CC=CC=2)C2C=CC=CC=2)(C2C=CC=CC=2)C2C=CC=CC=2)=CC=1.O. The product is [CH3:9][O:8][C:7]1[C:2]([C:14]([CH3:18])=[CH2:13])=[N:3][C:4]([N+:10]([O-:12])=[O:11])=[CH:5][CH:6]=1. The yield is 0.660.